This data is from Reaction yield outcomes from USPTO patents with 853,638 reactions. The task is: Predict the reaction yield, written as a fraction of the theoretical maximum amount of product (1.0 means a 100% yield; for example, 0.34 means a 34% yield). (1) The reactants are C(=O)([O-])[O-].[K+].[K+].Cl[CH2:8][C:9]1[N:10]=[C:11]([CH3:14])[S:12][CH:13]=1.[Cl:15][C:16]1[C:25]2[C:20](=[CH:21][C:22]([OH:28])=[C:23]([O:26][CH3:27])[CH:24]=2)[N:19]=[N:18][CH:17]=1.Cl. The catalyst is CN(C=O)C.O. The product is [Cl:15][C:16]1[C:25]2[C:20](=[CH:21][C:22]([O:28][CH2:8][C:9]3[N:10]=[C:11]([CH3:14])[S:12][CH:13]=3)=[C:23]([O:26][CH3:27])[CH:24]=2)[N:19]=[N:18][CH:17]=1. The yield is 0.480. (2) The reactants are [CH3:1][C:2]1[CH:3]=[C:4]([CH:8]=[C:9]([C:11]2[CH:16]=[CH:15][CH:14]=[CH:13][CH:12]=2)[CH:10]=1)[C:5]([OH:7])=[O:6].[CH3:17]O. The catalyst is OS(O)(=O)=O. The product is [CH3:1][C:2]1[CH:3]=[C:4]([CH:8]=[C:9]([C:11]2[CH:16]=[CH:15][CH:14]=[CH:13][CH:12]=2)[CH:10]=1)[C:5]([O:7][CH3:17])=[O:6]. The yield is 0.940. (3) The reactants are C(N(CC)CC)C.[NH:8]1[C:16]2[C:11](=[CH:12][CH:13]=[CH:14][CH:15]=2)[C:10](=[O:17])[C:9]1=[O:18].[S:19]1[CH:23]=[CH:22][C:21](B(O)O)=[CH:20]1. The catalyst is C(Cl)Cl.C([O-])(=O)C.[Cu+2].C([O-])(=O)C. The product is [S:19]1[CH:23]=[CH:22][C:21]([N:8]2[C:16]3[C:11](=[CH:12][CH:13]=[CH:14][CH:15]=3)[C:10](=[O:17])[C:9]2=[O:18])=[CH:20]1. The yield is 0.500. (4) The reactants are [CH2:1]([O:8][C@H:9]([CH3:22])[C@@H:10]([NH:17][C:18](=O)[CH2:19]Cl)[CH2:11][NH:12][C:13](=O)[CH2:14]Cl)[C:2]1[CH:7]=[CH:6][CH:5]=[CH:4][CH:3]=1.B.C1COCC1.CO.CN(C=O)C. The catalyst is C1COCC1. The product is [CH2:1]([O:8][C@@H:9]([C@@H:10]1[CH2:11][N:12]2[CH2:19][CH2:18][N:17]1[CH2:14][CH2:13]2)[CH3:22])[C:2]1[CH:7]=[CH:6][CH:5]=[CH:4][CH:3]=1. The yield is 0.430. (5) The reactants are O.O.[C:3]([OH:8])(=[O:7])[C:4]([OH:6])=[O:5].[N:9]1([CH2:14][CH2:15][CH2:16][N:17]2[CH2:22][CH2:21][CH:20]([CH2:23][NH2:24])[CH2:19][CH2:18]2)[CH:13]=[CH:12][N:11]=[N:10]1. The catalyst is CC(C)=O. The product is [C:3]([OH:8])(=[O:7])[C:4]([OH:6])=[O:5].[N:9]1([CH2:14][CH2:15][CH2:16][N:17]2[CH2:18][CH2:19][CH:20]([CH2:23][NH2:24])[CH2:21][CH2:22]2)[CH:13]=[CH:12][N:11]=[N:10]1. The yield is 0.930. (6) The reactants are [Na:1].C[C:3]1[C:4]([CH2:22][S:23]([C:25]2[NH:29][C:28]3[CH:30]=[CH:31][CH:32]=[CH:33][C:27]=3[N:26]=2)=[O:24])=[N:5][CH:6]=[CH:7][C:8]=1[O:9][CH2:10]C1(C)OCC2(OCCO2)CO1.ClC1C=CC=C(C(OO)=O)C=1.[CH3:45][C:46]1([CH2:57]CO)[O:56][CH2:55][C:49]2([O:54][CH2:53][CH2:52][CH2:51][O:50]2)[CH2:48][O:47]1. No catalyst specified. The product is [Na:1].[CH3:45][C:46]1([CH2:57][CH2:10][O:9][C:8]2[CH:7]=[CH:6][N:5]=[C:4]([CH2:22][S:23]([C:25]3[NH:29][C:28]4[CH:30]=[CH:31][CH:32]=[CH:33][C:27]=4[N:26]=3)=[O:24])[CH:3]=2)[O:47][CH2:48][C:49]2([O:50][CH2:51][CH2:52][CH2:53][O:54]2)[CH2:55][O:56]1. The yield is 0.114. (7) The reactants are Cl[CH2:2][C:3]([C:5]1[C:10]([CH3:11])=[CH:9][C:8]([NH:12][C:13](=[O:15])[CH3:14])=[CH:7][C:6]=1[CH3:16])=O.[NH2:17][C:18]([NH2:20])=[S:19].CCO. The catalyst is C1(C)C=CC=CC=1. The product is [NH2:20][C:18]1[S:19][CH:2]=[C:3]([C:5]2[C:10]([CH3:11])=[CH:9][C:8]([NH:12][C:13](=[O:15])[CH3:14])=[CH:7][C:6]=2[CH3:16])[N:17]=1. The yield is 0.861. (8) The reactants are [Cl:1][C:2]1[CH:3]=[N:4][CH:5]=[C:6]([F:9])[C:7]=1I.CC1(C)C(C)(C)OB([C:18]2[CH2:19][CH2:20][N:21]([C:24]([O:26][C:27]([CH3:30])([CH3:29])[CH3:28])=[O:25])[CH2:22][CH:23]=2)O1.C([O-])([O-])=O.[Na+].[Na+]. The catalyst is COCCOC.Cl[Pd](Cl)([P](C1C=CC=CC=1)(C1C=CC=CC=1)C1C=CC=CC=1)[P](C1C=CC=CC=1)(C1C=CC=CC=1)C1C=CC=CC=1. The product is [Cl:1][C:2]1[CH:3]=[N:4][CH:5]=[C:6]([F:9])[C:7]=1[C:18]1[CH2:23][CH2:22][N:21]([C:24]([O:26][C:27]([CH3:30])([CH3:29])[CH3:28])=[O:25])[CH2:20][CH:19]=1. The yield is 0.780. (9) The reactants are [C:1]([NH2:10])(=[O:9])[C:2]1[C:3](=[CH:5][CH:6]=[CH:7][CH:8]=1)[NH2:4].C([Si](C)(C)[O:16][CH2:17][CH2:18][O:19][C:20]1[C:27]([CH3:28])=[CH:26][C:23]([CH:24]=O)=[CH:22][C:21]=1[CH3:29])(C)(C)C.S([O-])(O)=O.[Na+].C1(C)C=CC(S(O)(=O)=O)=CC=1. The catalyst is CN(C)C(=O)C.O. The product is [OH:16][CH2:17][CH2:18][O:19][C:20]1[C:27]([CH3:28])=[CH:26][C:23]([C:24]2[NH:10][C:1](=[O:9])[C:2]3[C:3](=[CH:5][CH:6]=[CH:7][CH:8]=3)[N:4]=2)=[CH:22][C:21]=1[CH3:29]. The yield is 0.700. (10) The reactants are [CH3:1][O:2][C:3]([NH:5][C@@H:6]([CH:20]([CH3:22])[CH3:21])[C:7]([N:9]1[C@@H:13]([CH3:14])[CH2:12][CH2:11][C@H:10]1[C:15]([O:17]CC)=[O:16])=[O:8])=[O:4].[Li+].[OH-]. The catalyst is CO. The product is [CH3:1][O:2][C:3]([NH:5][C@@H:6]([CH:20]([CH3:22])[CH3:21])[C:7]([N:9]1[C@@H:13]([CH3:14])[CH2:12][CH2:11][C@H:10]1[C:15]([OH:17])=[O:16])=[O:8])=[O:4]. The yield is 0.560.